From a dataset of Forward reaction prediction with 1.9M reactions from USPTO patents (1976-2016). Predict the product of the given reaction. (1) Given the reactants [F:1][C:2]1[CH:3]=[C:4]2[C:9](=[CH:10][CH:11]=1)[C:8]([C:12]1[CH2:13][CH2:14][N:15]([C:18]([O:20][C:21]([CH3:24])([CH3:23])[CH3:22])=[O:19])[CH2:16][CH:17]=1)=[CH:7][CH:6]=[CH:5]2.C([O-])=O.[NH4+], predict the reaction product. The product is: [F:1][C:2]1[CH:3]=[C:4]2[C:9](=[CH:10][CH:11]=1)[C:8]([CH:12]1[CH2:17][CH2:16][N:15]([C:18]([O:20][C:21]([CH3:24])([CH3:23])[CH3:22])=[O:19])[CH2:14][CH2:13]1)=[CH:7][CH:6]=[CH:5]2. (2) Given the reactants Cl[C:2]1[CH:11]=[CH:10][C:9]2[C:4](=[C:5]([NH2:16])[N:6]=[C:7]3[CH:15]=[CH:14][CH:13]=[CH:12][C:8]3=2)[N:3]=1.[CH3:17][NH:18][CH3:19], predict the reaction product. The product is: [CH3:17][N:18]([CH3:19])[C:2]1[CH:11]=[CH:10][C:9]2[C:4](=[C:5]([NH2:16])[N:6]=[C:7]3[CH:15]=[CH:14][CH:13]=[CH:12][C:8]3=2)[N:3]=1. (3) Given the reactants C(NC(C1SC(N2CCN(CC3C=C(C=CC=3)C(OCC)=O)C2=O)=NC=1C)=O)C1C=CC=CC=1.[CH:35]1([CH2:38][N:39]2[CH2:43][CH2:42][N:41]([C:44]3[S:45][C:46]([C:49]([O:51]C)=[O:50])=[CH:47][N:48]=3)[C:40]2=[O:53])[CH2:37][CH2:36]1, predict the reaction product. The product is: [CH:35]1([CH2:38][N:39]2[CH2:43][CH2:42][N:41]([C:44]3[S:45][C:46]([C:49]([OH:51])=[O:50])=[CH:47][N:48]=3)[C:40]2=[O:53])[CH2:37][CH2:36]1. (4) Given the reactants [CH3:1][C@@H:2]([CH2:12][CH2:13][CH2:14]C1C=CC=CC=1)[C:3](=[O:11])[CH2:4][P:5](=[O:10])([O:8][CH3:9])[O:6][CH3:7].CO[C:23](=O)[CH2:24][C:25]1[CH:49]=[CH:48][C:28](CN[C@H](CCC(OC(C)(C)C)=O)C(OC(C)(C)C)=O)=[CH:27][CH:26]=1.BrCCCCCC1C=CC=CC=1, predict the reaction product. The product is: [CH3:1][C@@H:2]([CH2:12][CH2:13][CH2:14][CH2:23][CH2:24][C:25]1[CH:26]=[CH:27][CH:28]=[CH:48][CH:49]=1)[C:3](=[O:11])[CH2:4][P:5](=[O:10])([O:6][CH3:7])[O:8][CH3:9]. (5) Given the reactants [C:1]([C:3]1([CH3:15])[CH2:7][CH2:6][N:5](C(OC(C)(C)C)=O)[CH2:4]1)#[N:2].[ClH:16], predict the reaction product. The product is: [ClH:16].[CH3:15][C:3]1([C:1]#[N:2])[CH2:7][CH2:6][NH:5][CH2:4]1. (6) Given the reactants [F:1][C:2]([F:19])([F:18])[C:3]1[N:7]=[C:6]([C:8]2[C:16]3[CH2:15][CH2:14][O:13][CH2:12][C:11]=3[S:10][C:9]=2[NH2:17])[O:5][N:4]=1.[C:20]12[C:28](=[O:29])[O:27][C:25](=[O:26])[C:21]=1[CH2:22][CH2:23][CH2:24]2, predict the reaction product. The product is: [F:19][C:2]([F:1])([F:18])[C:3]1[N:7]=[C:6]([C:8]2[C:16]3[CH2:15][CH2:14][O:13][CH2:12][C:11]=3[S:10][C:9]=2[NH:17][C:28]([C:20]2[CH2:24][CH2:23][CH2:22][C:21]=2[C:25]([OH:27])=[O:26])=[O:29])[O:5][N:4]=1. (7) Given the reactants Br[C:2]1[CH:8]=[CH:7][CH:6]=[CH:5][C:3]=1[NH2:4].[CH:9]1[C:18]2[C:13](=[CH:14][CH:15]=[CH:16][CH:17]=2)[CH:12]=[CH:11][C:10]=1[C:19](Cl)=[O:20], predict the reaction product. The product is: [CH2:8]([N:4]1[C:19](=[O:20])[C:10]2[C:11](=[CH:12][C:13]3[CH:14]=[CH:15][CH:16]=[CH:17][C:18]=3[CH:9]=2)[C:2]2[CH:8]=[CH:7][CH:6]=[CH:5][C:3]1=2)[CH2:2][CH2:3][CH3:5]. (8) Given the reactants Br[C:2]1[C:11]2[C:6](=[CH:7][CH:8]=[CH:9][CH:10]=2)[C:5]([C:12]#[N:13])=[N:4][CH:3]=1.[CH3:14][O:15][C:16]1[CH:23]=[C:22]([O:24][CH3:25])[CH:21]=[CH:20][C:17]=1[CH2:18][NH2:19], predict the reaction product. The product is: [CH3:14][O:15][C:16]1[CH:23]=[C:22]([O:24][CH3:25])[CH:21]=[CH:20][C:17]=1[CH2:18][NH:19][C:2]1[C:11]2[C:6](=[CH:7][CH:8]=[CH:9][CH:10]=2)[C:5]([C:12]#[N:13])=[N:4][CH:3]=1. (9) Given the reactants Cl[C:2]1[N:7]=[C:6]([C:8]2[CH:13]=[CH:12][CH:11]=[CH:10][CH:9]=2)[N:5]=[C:4]([NH:14][C:15](=[O:30])[CH2:16][N:17]2[CH2:22][CH2:21][CH:20]([CH2:23][C:24]3[CH:29]=[CH:28][CH:27]=[CH:26][CH:25]=3)[CH2:19][CH2:18]2)[CH:3]=1.C(N(CC)C(C)C)(C)C.Cl.[NH2:41][CH2:42][C:43]([NH2:45])=[O:44], predict the reaction product. The product is: [NH2:45][C:43](=[O:44])[CH2:42][NH:41][C:2]1[N:7]=[C:6]([C:8]2[CH:13]=[CH:12][CH:11]=[CH:10][CH:9]=2)[N:5]=[C:4]([NH:14][C:15](=[O:30])[CH2:16][N:17]2[CH2:22][CH2:21][CH:20]([CH2:23][C:24]3[CH:29]=[CH:28][CH:27]=[CH:26][CH:25]=3)[CH2:19][CH2:18]2)[CH:3]=1.